Predict the reactants needed to synthesize the given product. From a dataset of Full USPTO retrosynthesis dataset with 1.9M reactions from patents (1976-2016). Given the product [NH2:1][C:2]1[C:11]2=[N:12][N:13]([CH2:21][CH2:22][CH3:23])[C:14]([CH2:15][C:16]([CH3:19])([CH3:20])[C:17]([NH2:18])=[O:26])=[C:10]2[C:9]2[CH:8]=[CH:7][CH:6]=[CH:5][C:4]=2[N:3]=1, predict the reactants needed to synthesize it. The reactants are: [NH2:1][C:2]1[C:11]2=[N:12][N:13]([CH2:21][CH2:22][CH3:23])[C:14]([CH2:15][C:16]([CH3:20])([CH3:19])[C:17]#[N:18])=[C:10]2[C:9]2[CH:8]=[CH:7][CH:6]=[CH:5][C:4]=2[N:3]=1.C([OH:26])C.[OH-].[NH4+].OO.